The task is: Predict the reaction yield, written as a fraction of the theoretical maximum amount of product (1.0 means a 100% yield; for example, 0.34 means a 34% yield).. This data is from Reaction yield outcomes from USPTO patents with 853,638 reactions. The reactants are C(O[C:4]([C:6]1[C:14]2[CH2:13][CH2:12][N:11]([C:15]3[CH:20]=[CH:19][C:18]([N:21]4[CH2:26][CH2:25][CH2:24][CH2:23][C:22]4=[O:27])=[CH:17][CH:16]=3)[C:10](=[O:28])[C:9]=2[N:8]([C:29]2[CH:34]=[CH:33][C:32]([O:35][CH3:36])=[CH:31][CH:30]=2)[N:7]=1)=O)C.[Li+].[BH4-].C(Cl)Cl.P(Br)(Br)Br. The catalyst is C1COCC1.CC(O)=O.[Zn]. The product is [CH3:36][O:35][C:32]1[CH:31]=[CH:30][C:29]([N:8]2[C:9]3[C:10](=[O:28])[N:11]([C:15]4[CH:20]=[CH:19][C:18]([N:21]5[CH2:26][CH2:25][CH2:24][CH2:23][C:22]5=[O:27])=[CH:17][CH:16]=4)[CH2:12][CH2:13][C:14]=3[C:6]([CH3:4])=[N:7]2)=[CH:34][CH:33]=1. The yield is 0.580.